The task is: Predict the product of the given reaction.. This data is from Forward reaction prediction with 1.9M reactions from USPTO patents (1976-2016). (1) Given the reactants [C:1]1([CH2:7][C:8](Cl)=[O:9])[CH:6]=[CH:5][CH:4]=[CH:3][CH:2]=1.[Cl-].[Cl-].[Cl-].[Al+3], predict the reaction product. The product is: [CH2:7]([C:8]([C:4]1[CH:5]=[CH:6][C:1]([CH3:7])=[CH:2][CH:3]=1)=[O:9])[C:1]1[CH:6]=[CH:5][CH:4]=[CH:3][CH:2]=1. (2) The product is: [CH2:1]([O:8][C:9]([N:11]1[CH2:15][CH2:14][CH:13]([O:16][C:17]2[CH:22]=[CH:21][C:20]([NH2:23])=[C:19]([CH2:26][S:27]([C:30]3[C:39]4[C:34](=[CH:35][CH:36]=[CH:37][CH:38]=4)[CH:33]=[CH:32][CH:31]=3)(=[O:29])=[O:28])[CH:18]=2)[CH2:12]1)=[O:10])[C:2]1[CH:7]=[CH:6][CH:5]=[CH:4][CH:3]=1. Given the reactants [CH2:1]([O:8][C:9]([N:11]1[CH2:15][CH2:14][CH:13]([O:16][C:17]2[CH:22]=[CH:21][C:20]([N+:23]([O-])=O)=[C:19]([CH2:26][S:27]([C:30]3[C:39]4[C:34](=[CH:35][CH:36]=[CH:37][CH:38]=4)[CH:33]=[CH:32][CH:31]=3)(=[O:29])=[O:28])[CH:18]=2)[CH2:12]1)=[O:10])[C:2]1[CH:7]=[CH:6][CH:5]=[CH:4][CH:3]=1.C(O)C.O.O.[Sn](Cl)Cl.O, predict the reaction product. (3) Given the reactants [CH:1]1[C:10]2[C:5](=[C:6]([CH2:11][C:12]([OH:14])=O)[CH:7]=[CH:8][CH:9]=2)[CH:4]=[CH:3][N:2]=1.[CH3:15][C:16]1[N:17]=[C:18]([C:21]2[S:22][CH:23]=[CH:24][C:25]=2[NH2:26])[S:19][CH:20]=1, predict the reaction product. The product is: [CH:1]1[C:10]2[C:5](=[C:6]([CH2:11][C:12]([NH:26][C:25]3[CH:24]=[CH:23][S:22][C:21]=3[C:18]3[S:19][CH:20]=[C:16]([CH3:15])[N:17]=3)=[O:14])[CH:7]=[CH:8][CH:9]=2)[CH:4]=[CH:3][N:2]=1. (4) Given the reactants [C:1]([C:5]1[N:10]=[C:9]([NH:11][CH2:12][CH2:13][CH2:14][O:15][CH3:16])[C:8]([C:17]([N:19]([CH2:45][CH:46]([CH3:48])[CH3:47])[C@H:20]2[CH2:25][C@@H:24]([NH:26]C(OCC(Cl)(Cl)Cl)=O)[CH2:23][N:22]([C:35]([O:37][CH2:38][C:39]3[CH:44]=[CH:43][CH:42]=[CH:41][CH:40]=3)=[O:36])[CH2:21]2)=[O:18])=[CH:7][N:6]=1)([CH3:4])([CH3:3])[CH3:2], predict the reaction product. The product is: [NH2:26][C@@H:24]1[CH2:25][C@H:20]([N:19]([C:17]([C:8]2[C:9]([NH:11][CH2:12][CH2:13][CH2:14][O:15][CH3:16])=[N:10][C:5]([C:1]([CH3:4])([CH3:2])[CH3:3])=[N:6][CH:7]=2)=[O:18])[CH2:45][CH:46]([CH3:48])[CH3:47])[CH2:21][N:22]([C:35]([O:37][CH2:38][C:39]2[CH:40]=[CH:41][CH:42]=[CH:43][CH:44]=2)=[O:36])[CH2:23]1. (5) Given the reactants C(N(C(C)C)C(C)C)C.[CH2:10]([NH:17][C:18]1[N:23]=[C:22]2[O:24][C:25]([C:31]3[CH:36]=[CH:35][C:34]([F:37])=[CH:33][CH:32]=3)=[C:26]([C:27](=[O:30])[NH:28][CH3:29])[C:21]2=[CH:20][C:19]=1[C:38]1[CH:39]=[C:40]([CH:44]=[CH:45][CH:46]=1)[C:41](O)=[O:42])[C:11]1[CH:16]=[CH:15][CH:14]=[CH:13][CH:12]=1.CN(C(ON1N=[N:62][C:57]2[CH:58]=[CH:59][CH:60]=N[C:56]1=2)=[N+](C)C)C.F[P-](F)(F)(F)(F)F, predict the reaction product. The product is: [CH2:10]([NH:17][C:18]1[N:23]=[C:22]2[O:24][C:25]([C:31]3[CH:32]=[CH:33][C:34]([F:37])=[CH:35][CH:36]=3)=[C:26]([C:27]([NH:28][CH3:29])=[O:30])[C:21]2=[CH:20][C:19]=1[C:38]1[CH:46]=[CH:45][CH:44]=[C:40]([C:41](=[O:42])[NH:62][C:57]23[CH2:60][CH:59]([CH2:58]2)[CH2:56]3)[CH:39]=1)[C:11]1[CH:16]=[CH:15][CH:14]=[CH:13][CH:12]=1. (6) Given the reactants [F:1][C:2]([F:13])([F:12])[C:3]1[CH:8]=[CH:7][C:6](B(O)O)=[CH:5][CH:4]=1.[C:14]([O:18][C:19]([N:21]1[CH2:30][CH2:29][C:28]2[C:23](=[CH:24][C:25](Br)=[CH:26][CH:27]=2)[CH2:22]1)=[O:20])([CH3:17])([CH3:16])[CH3:15].C(=O)([O-])[O-].[K+].[K+], predict the reaction product. The product is: [F:1][C:2]([F:13])([F:12])[C:3]1[CH:8]=[CH:7][C:6]([C:25]2[CH:24]=[C:23]3[C:28]([CH2:29][CH2:30][N:21]([C:19]([O:18][C:14]([CH3:17])([CH3:16])[CH3:15])=[O:20])[CH2:22]3)=[CH:27][CH:26]=2)=[CH:5][CH:4]=1.